Dataset: Forward reaction prediction with 1.9M reactions from USPTO patents (1976-2016). Task: Predict the product of the given reaction. (1) Given the reactants [F:1][C:2]1[CH:9]=[C:8](F)[C:7]([F:11])=[CH:6][C:3]=1[C:4]#[N:5].[OH:12][C:13]([C@H:16]1[CH2:20][CH2:19][NH:18][C@H:17]1[CH3:21])([CH3:15])[CH3:14].C(=O)([O-])[O-].[Li+].[Li+], predict the reaction product. The product is: [F:1][C:2]1[CH:9]=[C:8]([N:18]2[CH2:19][CH2:20][C@H:16]([C:13]([OH:12])([CH3:15])[CH3:14])[C@@H:17]2[CH3:21])[C:7]([F:11])=[CH:6][C:3]=1[C:4]#[N:5]. (2) Given the reactants C(O[CH:4]([O:15]CC)[C:5]1[CH:10]=[CH:9][C:8]([CH:11](O)[CH:12]=[CH2:13])=[CH:7][CH:6]=1)C.[C:18]([OH:22])(=[O:21])[CH2:19]C, predict the reaction product. The product is: [CH:4]([C:5]1[CH:6]=[CH:7][C:8]([CH:11]=[CH:12][CH2:13][CH2:19][C:18]([OH:22])=[O:21])=[CH:9][CH:10]=1)=[O:15].